From a dataset of Full USPTO retrosynthesis dataset with 1.9M reactions from patents (1976-2016). Predict the reactants needed to synthesize the given product. Given the product [Br:12][C:13]1[C:18]([CH3:19])=[CH:17][C:16]([C:20]2[N:21]=[N:22][N:23]([CH2:4][C:2]([CH3:5])([OH:3])[CH3:1])[N:24]=2)=[CH:15][C:14]=1[CH3:25], predict the reactants needed to synthesize it. The reactants are: [CH3:1][C:2]1([CH3:5])[CH2:4][O:3]1.C([O-])([O-])=O.[Cs+].[Cs+].[Br:12][C:13]1[C:18]([CH3:19])=[CH:17][C:16]([C:20]2[N:21]=[N:22][NH:23][N:24]=2)=[CH:15][C:14]=1[CH3:25].